The task is: Predict the reaction yield, written as a fraction of the theoretical maximum amount of product (1.0 means a 100% yield; for example, 0.34 means a 34% yield).. This data is from Reaction yield outcomes from USPTO patents with 853,638 reactions. (1) The reactants are [CH3:1][NH2:2].[CH3:3][C:4]1[CH:9]=[CH:8][C:7]([S:10](Cl)(=[O:12])=[O:11])=[CH:6][CH:5]=1.O. The catalyst is C1COCC1. The product is [CH3:1][NH:2][S:10]([C:7]1[CH:8]=[CH:9][C:4]([CH3:3])=[CH:5][CH:6]=1)(=[O:12])=[O:11]. The yield is 0.930. (2) The reactants are I[C:2]1[CH:3]=[C:4]([C:20]([NH:22][CH2:23][C:24]2[CH:29]=[CH:28][C:27]([S:30]([CH3:33])(=[O:32])=[O:31])=[CH:26][CH:25]=2)=[O:21])[C:5](=[O:19])[N:6]([C:9]2[CH:14]=[CH:13][CH:12]=[C:11]([C:15]([F:18])([F:17])[F:16])[CH:10]=2)[C:7]=1[CH3:8].[CH:34]([O:36][CH2:37][CH2:38][CH2:39][CH3:40])=[CH2:35].C(N(CC)CC)C. The catalyst is C1C=CC(P(C2C=CC=CC=2)CCP(C2C=CC=CC=2)C2C=CC=CC=2)=CC=1.C1C=CC(P(C2C=CC=CC=2)CCP(C2C=CC=CC=2)C2C=CC=CC=2)=CC=1.[Pd].CN(C=O)C. The product is [CH2:37]([O:36][C:34]([C:2]1[CH:3]=[C:4]([C:20]([NH:22][CH2:23][C:24]2[CH:29]=[CH:28][C:27]([S:30]([CH3:33])(=[O:31])=[O:32])=[CH:26][CH:25]=2)=[O:21])[C:5](=[O:19])[N:6]([C:9]2[CH:14]=[CH:13][CH:12]=[C:11]([C:15]([F:17])([F:16])[F:18])[CH:10]=2)[C:7]=1[CH3:8])=[CH2:35])[CH2:38][CH2:39][CH3:40]. The yield is 0.280. (3) The reactants are [Cl:1][C:2]1[CH:3]=[CH:4][C:5]2[N:11]([CH2:12][C:13]([CH3:17])([CH3:16])[CH2:14][OH:15])[C:10](=[O:18])[C@@H:9]([CH2:19][C:20]([NH:22][C:23]3[O:27][C:26]([C:28]([OH:30])=[O:29])=[CH:25][CH:24]=3)=[O:21])[O:8][C@H:7]([C:31]3[CH:36]=[CH:35][CH:34]=[C:33]([O:37][CH3:38])[C:32]=3[O:39][CH3:40])[C:6]=2[CH:41]=1.N1C=CC=CC=1.[C:48](OCC)(=[O:50])[CH3:49].C(Cl)(=O)C. The catalyst is O. The product is [C:48]([O:15][CH2:14][C:13]([CH3:17])([CH3:16])[CH2:12][N:11]1[C:5]2[CH:4]=[CH:3][C:2]([Cl:1])=[CH:41][C:6]=2[C@@H:7]([C:31]2[CH:36]=[CH:35][CH:34]=[C:33]([O:37][CH3:38])[C:32]=2[O:39][CH3:40])[O:8][C@H:9]([CH2:19][C:20]([NH:22][C:23]2[O:27][C:26]([C:28]([OH:30])=[O:29])=[CH:25][CH:24]=2)=[O:21])[C:10]1=[O:18])(=[O:50])[CH3:49]. The yield is 0.780. (4) The reactants are [NH2:1][C:2]1[CH:7]=[CH:6][CH:5]=[CH:4][C:3]=1[S:8]([NH2:11])(=[O:10])=[O:9].[Cl:12][C:13]1[CH:14]=[C:15]([NH:23][C:24](OC2C=CC=CC=2)=[O:25])[C:16](=[CH:21][CH:22]=1)[C:17](OC)=[O:18]. No catalyst specified. The product is [NH2:1][C:2]1[CH:7]=[CH:6][CH:5]=[CH:4][C:3]=1[S:8]([N:11]1[C:17](=[O:18])[C:16]2[C:15](=[CH:14][C:13]([Cl:12])=[CH:22][CH:21]=2)[NH:23][C:24]1=[O:25])(=[O:9])=[O:10]. The yield is 0.580. (5) The reactants are IC.[C:3]([O:7][C:8]([N:10]1[CH2:15][CH2:14][O:13][CH2:12][CH:11]1[C:16]([OH:18])=[O:17])=[O:9])([CH3:6])([CH3:5])[CH3:4].[C:19](=O)([O-])[O-].[K+].[K+]. The catalyst is CN(C=O)C.C(OCC)C. The product is [CH3:19][O:17][C:16]([CH:11]1[CH2:12][O:13][CH2:14][CH2:15][N:10]1[C:8]([O:7][C:3]([CH3:6])([CH3:4])[CH3:5])=[O:9])=[O:18]. The yield is 0.940. (6) The reactants are [C:1](Cl)(=[O:12])[O:2][C:3]1[CH:8]=[CH:7][C:6]([N+:9]([O-:11])=[O:10])=[CH:5][CH:4]=1.Cl.[CH3:15][N:16]1[CH2:21][CH2:20][N:19]([C:22]2[CH:27]=[C:26]([C:28]3[CH:37]=[C:36]4[C:31]([CH2:32][CH2:33][NH:34][CH2:35]4)=[CH:30][CH:29]=3)[N:25]=[C:24]([NH2:38])[N:23]=2)[CH2:18][CH2:17]1.C(N(CC)CC)C.C(#N)C. The catalyst is O. The product is [NH2:38][C:24]1[N:25]=[C:26]([C:28]2[CH:37]=[C:36]3[C:31]([CH2:32][CH2:33][N:34]([C:1]([O:2][C:3]4[CH:8]=[CH:7][C:6]([N+:9]([O-:11])=[O:10])=[CH:5][CH:4]=4)=[O:12])[CH2:35]3)=[CH:30][CH:29]=2)[CH:27]=[C:22]([N:19]2[CH2:18][CH2:17][N:16]([CH3:15])[CH2:21][CH2:20]2)[N:23]=1. The yield is 0.940. (7) The reactants are Cl[C:2]1[CH:3]=[CH:4][C:5]2[O:14][CH2:13][CH2:12][C:11]3[CH:10]=[C:9]([C:15]4[N:16]([C:20]5[CH:25]=[CH:24][C:23]([F:26])=[CH:22][C:21]=5[F:27])[N:17]=[CH:18][N:19]=4)[S:8][C:7]=3[C:6]=2[N:28]=1.CC1(C)C(C)(C)OB([C:37]2[CH:38]=[CH:39][C:40]([N:43]3[CH2:48][CH2:47][O:46][CH2:45][CH2:44]3)=[N:41][CH:42]=2)O1.C([O-])([O-])=O.[Cs+].[Cs+]. The catalyst is C1C=CC(P(C2C=CC=CC=2)[C-]2C=CC=C2)=CC=1.C1C=CC(P(C2C=CC=CC=2)[C-]2C=CC=C2)=CC=1.Cl[Pd]Cl.[Fe+2].CC#N.O. The product is [F:27][C:21]1[CH:22]=[C:23]([F:26])[CH:24]=[CH:25][C:20]=1[N:16]1[C:15]([C:9]2[S:8][C:7]3[C:6]4[N:28]=[C:2]([C:37]5[CH:42]=[N:41][C:40]([N:43]6[CH2:44][CH2:45][O:46][CH2:47][CH2:48]6)=[CH:39][CH:38]=5)[CH:3]=[CH:4][C:5]=4[O:14][CH2:13][CH2:12][C:11]=3[CH:10]=2)=[N:19][CH:18]=[N:17]1. The yield is 0.180. (8) The reactants are [CH3:1][O:2][C:3]1[CH:8]=[CH:7][C:6]([C:9]2[CH:14]=[CH:13][N:12]=[C:11]([NH2:15])[C:10]=2[N+:16]([O-])=O)=[C:5]([CH3:19])[CH:4]=1.[O-]S([O-])(=O)=O.[Na+].[Na+]. No catalyst specified. The product is [CH3:1][O:2][CH2:3][CH:4]([NH:15][C:11]1[C:10]([NH2:16])=[C:9]([C:6]2[CH:7]=[CH:8][C:3]([O:2][CH3:1])=[CH:4][C:5]=2[CH3:19])[CH:14]=[CH:13][N:12]=1)[CH3:5]. The yield is 0.610.